Predict the product of the given reaction. From a dataset of Forward reaction prediction with 1.9M reactions from USPTO patents (1976-2016). (1) Given the reactants [ClH:1].[NH2:2][C@@H:3]1[CH2:5][C@H:4]1[C:6]1[CH:20]=[CH:19][C:9]([C:10]([NH:12][C:13]2[CH:18]=[CH:17][CH:16]=[CH:15][CH:14]=2)=[O:11])=[CH:8][CH:7]=1.C(=O)([O-])O.[Na+].[BH4-].[Na+], predict the reaction product. The product is: [ClH:1].[CH:4]1([CH2:6][NH:2][C@@H:3]2[CH2:5][C@H:4]2[C:6]2[CH:20]=[CH:19][C:9]([C:10]([NH:12][C:13]3[CH:14]=[CH:15][CH:16]=[CH:17][CH:18]=3)=[O:11])=[CH:8][CH:7]=2)[CH2:5][CH2:3]1. (2) Given the reactants [C:1]([O-:4])(=O)[CH3:2].[Na+].Cl.Cl.[CH2:8]([NH:15][NH2:16])[C:9]1[CH:14]=[CH:13][CH:12]=[CH:11][CH:10]=1.O, predict the reaction product. The product is: [CH2:8]([N:15]1[C:8]2[C:9](=[CH:10][CH:11]=[C:1]([OH:4])[CH:2]=2)[C:14]([CH2:13][CH3:12])=[N:16]1)[C:9]1[CH:14]=[CH:13][CH:12]=[CH:11][CH:10]=1. (3) Given the reactants [C:1]([O:5][C:6]([NH:8][C@H:9]([CH2:21][C:22]1[CH:27]=[C:26]([F:28])[C:25]([F:29])=[CH:24][C:23]=1[F:30])[CH2:10][C:11]([N:13]1[CH2:17][CH2:16][S:15][CH:14]1[C:18](O)=[O:19])=[O:12])=[O:7])([CH3:4])([CH3:3])[CH3:2].[NH2:31][CH2:32][CH2:33][C:34]1[N:38]=[CH:37][NH:36][CH:35]=1.CCN=C=NCCCN(C)C.C1C=CC2N(O)N=NC=2C=1.CCN(C(C)C)C(C)C, predict the reaction product. The product is: [NH:36]1[CH:35]=[C:34]([CH2:33][CH2:32][NH:31][C:18]([CH:14]2[N:13]([C:11](=[O:12])[CH2:10][C@H:9]([NH:8][C:6](=[O:7])[O:5][C:1]([CH3:4])([CH3:3])[CH3:2])[CH2:21][C:22]3[CH:27]=[C:26]([F:28])[C:25]([F:29])=[CH:24][C:23]=3[F:30])[CH2:17][CH2:16][S:15]2)=[O:19])[N:38]=[CH:37]1. (4) Given the reactants [C:1]1([S:7]([C:10]2[CH:14]=[C:13]([Cl:15])[S:12][C:11]=2[CH:16]=O)(=[O:9])=[O:8])[CH:6]=[CH:5][CH:4]=[CH:3][CH:2]=1.[CH3:18][O:19][C:20](=[O:33])[CH2:21][N:22]1[C:30]2[C:25](=[CH:26][C:27]([F:31])=[CH:28][CH:29]=2)[CH:24]=[C:23]1[CH3:32], predict the reaction product. The product is: [CH3:18][O:19][C:20](=[O:33])[CH2:21][N:22]1[C:30]2[C:25](=[CH:26][C:27]([F:31])=[CH:28][CH:29]=2)[C:24]([CH2:16][C:11]2[S:12][C:13]([Cl:15])=[CH:14][C:10]=2[S:7]([C:1]2[CH:2]=[CH:3][CH:4]=[CH:5][CH:6]=2)(=[O:8])=[O:9])=[C:23]1[CH3:32]. (5) Given the reactants [F:1][C:2]1[CH:28]=[C:27]([F:29])[CH:26]=[CH:25][C:3]=1[CH2:4][O:5][C:6]1[N:7]=[C:8]([CH3:24])[N:9]([C:13]2[CH:14]=[C:15]([CH:20]=[CH:21][C:22]=2[CH3:23])[C:16]([O:18][CH3:19])=[O:17])[C:10](=[O:12])[CH:11]=1.C1C(=O)N([Br:37])C(=O)C1, predict the reaction product. The product is: [Br:37][C:11]1[C:10](=[O:12])[N:9]([C:13]2[CH:14]=[C:15]([CH:20]=[CH:21][C:22]=2[CH3:23])[C:16]([O:18][CH3:19])=[O:17])[C:8]([CH3:24])=[N:7][C:6]=1[O:5][CH2:4][C:3]1[CH:25]=[CH:26][C:27]([F:29])=[CH:28][C:2]=1[F:1]. (6) Given the reactants Br[CH2:2][C:3]([C:5]1[CH:6]=[N:7][CH:8]=[CH:9][CH:10]=1)=O.[NH2:11][C:12]([NH2:14])=[S:13], predict the reaction product. The product is: [N:7]1[CH:8]=[CH:9][CH:10]=[C:5]([C:3]2[N:11]=[C:12]([NH2:14])[S:13][CH:2]=2)[CH:6]=1. (7) Given the reactants [NH2:1][C:2]1[C:3](Cl)=[N:4][CH:5]=[N:6][C:7]=1[Cl:8].[NH3:10], predict the reaction product. The product is: [Cl:8][C:7]1[N:6]=[CH:5][N:4]=[C:3]([NH2:10])[C:2]=1[NH2:1].